Dataset: NCI-60 drug combinations with 297,098 pairs across 59 cell lines. Task: Regression. Given two drug SMILES strings and cell line genomic features, predict the synergy score measuring deviation from expected non-interaction effect. Drug 1: CC12CCC(CC1=CCC3C2CCC4(C3CC=C4C5=CN=CC=C5)C)O. Drug 2: CCC1=CC2CC(C3=C(CN(C2)C1)C4=CC=CC=C4N3)(C5=C(C=C6C(=C5)C78CCN9C7C(C=CC9)(C(C(C8N6C)(C(=O)OC)O)OC(=O)C)CC)OC)C(=O)OC.C(C(C(=O)O)O)(C(=O)O)O. Cell line: HT29. Synergy scores: CSS=78.6, Synergy_ZIP=23.5, Synergy_Bliss=22.7, Synergy_Loewe=18.5, Synergy_HSA=22.8.